This data is from Experimentally validated miRNA-target interactions with 360,000+ pairs, plus equal number of negative samples. The task is: Binary Classification. Given a miRNA mature sequence and a target amino acid sequence, predict their likelihood of interaction. The miRNA is hsa-miR-6868-5p with sequence ACUGGCAGAACACUGAAGCAGC. The protein sequence of the target gene is MEEFDLVKTLHKTSSSVGSDENSLHSLGLNLNTDRSSPHLSTNGVSSFSGKTRPSVIQGTVEVLTSLMQELQNSGKTDSELWKNCETRWLQLFNLVEKQCQEQIVAQQEQFHNQIQHIQEEIKNLVKLQTSSASLASCEGNSSNKQVSSESQMGFFSLSSERNESVIHYPESTEPEIQQEMSTSQPDCNVDSCSVSSGYGTFCISELNLYKSKDPKEFMEHIDVPKGQYVAPAVPAESLVDGVKNENFYIQTPEECHVSLKEDVSISPGEFEHNFLGENKVSEVYSGKTNSNAITSWAQK.... Result: 1 (interaction).